Dataset: HIV replication inhibition screening data with 41,000+ compounds from the AIDS Antiviral Screen. Task: Binary Classification. Given a drug SMILES string, predict its activity (active/inactive) in a high-throughput screening assay against a specified biological target. (1) The molecule is O=C1OC(Cc2ccccc2)=C(Cl)C(Cl)(Cc2ccccc2)C1Cl. The result is 0 (inactive). (2) The drug is Cc1cccc(C2=NC(=C3CCCCC3)C(=O)O2)c1. The result is 0 (inactive).